Dataset: Full USPTO retrosynthesis dataset with 1.9M reactions from patents (1976-2016). Task: Predict the reactants needed to synthesize the given product. Given the product [CH3:13][O:12][C:9]1[CH:10]=[C:11]2[C:6](=[CH:7][C:8]=1[O:14][CH2:15][CH:16]1[CH2:21][CH2:20][N:19]([CH3:22])[CH2:18][CH2:17]1)[N:5]=[CH:4][N:3]=[C:2]2[O:23][C:24]1[CH:25]=[C:26]2[C:31](=[CH:32][CH:33]=1)[N:30]=[CH:29][CH:28]=[CH:27]2, predict the reactants needed to synthesize it. The reactants are: Cl[C:2]1[C:11]2[C:6](=[CH:7][C:8]([O:14][CH2:15][CH:16]3[CH2:21][CH2:20][N:19]([CH3:22])[CH2:18][CH2:17]3)=[C:9]([O:12][CH3:13])[CH:10]=2)[N:5]=[CH:4][N:3]=1.[OH:23][C:24]1[CH:25]=[C:26]2[C:31](=[CH:32][CH:33]=1)[N:30]=[CH:29][CH:28]=[CH:27]2.